This data is from Forward reaction prediction with 1.9M reactions from USPTO patents (1976-2016). The task is: Predict the product of the given reaction. (1) Given the reactants OS(C(F)(F)F)(=O)=O.[O:9]1[C:19]2[C:14](=[CH:15][CH:16]=[CH:17][CH:18]=2)[CH:13]=[CH:12][C:10]1=[O:11].[CH3:20][Si:21]([C:24]#[CH:25])([CH3:23])[CH3:22], predict the reaction product. The product is: [CH3:20][Si:21]([C:24]#[C:25][C:17]1[CH:18]=[C:19]2[C:14]([CH:13]=[C:12](/[CH:13]=[CH:12]/[C:10]([O:9][CH2:19][CH3:18])=[O:11])[C:10](=[O:11])[O:9]2)=[CH:15][CH:16]=1)([CH3:23])[CH3:22]. (2) Given the reactants BrC1C=CC([N:8]2[C:12]3[N:13]=[C:14]([N:42]4[CH2:47][CH2:46][O:45][CH2:44][CH2:43]4)[N:15]=[C:16]([C:17]4[CH:18]=[N:19][C:20]([N:23]([CH2:33][C:34]5[CH:39]=[CH:38][C:37]([O:40][CH3:41])=[CH:36][CH:35]=5)[CH2:24][C:25]5[CH:30]=[CH:29][C:28]([O:31][CH3:32])=[CH:27][CH:26]=5)=[N:21][CH:22]=4)[C:11]=3[CH2:10][CH2:9]2)=NC=1.FC1N=CC(N2C3N=C(N4CCOCC4)N=C(C4C=NC(N(CC5C=CC(OC)=CC=5)CC5C=CC(OC)=CC=5)=NC=4)C=3CC2)=CC=1, predict the reaction product. The product is: [CH3:41][O:40][C:37]1[CH:36]=[CH:35][C:34]([CH2:33][N:23]([CH2:24][C:25]2[CH:26]=[CH:27][C:28]([O:31][CH3:32])=[CH:29][CH:30]=2)[C:20]2[N:21]=[CH:22][C:17]([C:16]3[C:11]4[CH2:10][CH2:9][NH:8][C:12]=4[N:13]=[C:14]([N:42]4[CH2:47][CH2:46][O:45][CH2:44][CH2:43]4)[N:15]=3)=[CH:18][N:19]=2)=[CH:39][CH:38]=1. (3) Given the reactants [CH3:1][S:2]([NH:5][C:6]1[CH:21]=[CH:20][C:9]2[NH:10][C:11]([CH2:16][C:17]([OH:19])=O)=[N:12][S:13](=[O:15])(=[O:14])[C:8]=2[CH:7]=1)(=[O:4])=[O:3].[CH3:22][O:23][C:24]([C@@H:26]1[CH2:33][CH2:32][CH2:31][CH2:30][CH2:29][CH2:28][C@@H:27]1[NH:34][CH2:35][C:36]1[CH:41]=[CH:40][C:39]([F:42])=[CH:38][CH:37]=1)=[O:25].Cl.CN(C)CCCN=C=NCC.CN1CCOCC1.Cl, predict the reaction product. The product is: [CH3:22][O:23][C:24]([C@@H:26]1[CH2:33][CH2:32][CH2:31][CH2:30][CH2:29][CH2:28][C@@H:27]1[N:34]([CH2:35][C:36]1[CH:41]=[CH:40][C:39]([F:42])=[CH:38][CH:37]=1)[C:17](=[O:19])[CH2:16][C:11]1[NH:10][C:9]2[CH:20]=[CH:21][C:6]([NH:5][S:2]([CH3:1])(=[O:3])=[O:4])=[CH:7][C:8]=2[S:13](=[O:14])(=[O:15])[N:12]=1)=[O:25]. (4) Given the reactants [CH3:1][O:2][CH2:3][CH2:4][CH2:5][O:6][C:7]1[CH:8]=[C:9]2[C:13](=[C:14]([NH:16][S:17]([C:20]3[CH:25]=[CH:24][CH:23]=[CH:22][N:21]=3)(=[O:19])=[O:18])[CH:15]=1)[NH:12][C:11]([C:26]([O:28][CH2:29][CH3:30])=[O:27])=[CH:10]2.[C:31](=O)([O-])[O-].[K+].[K+].CN(C)C=O.CI, predict the reaction product. The product is: [CH3:1][O:2][CH2:3][CH2:4][CH2:5][O:6][C:7]1[CH:8]=[C:9]2[C:13](=[C:14]([N:16]([CH3:31])[S:17]([C:20]3[CH:25]=[CH:24][CH:23]=[CH:22][N:21]=3)(=[O:18])=[O:19])[CH:15]=1)[NH:12][C:11]([C:26]([O:28][CH2:29][CH3:30])=[O:27])=[CH:10]2. (5) Given the reactants [NH2:1][C@@H:2]([CH2:4][OH:5])[CH3:3].[C:6]1(=O)[O:11][C:9](=[O:10])[C:8]2=[CH:12][CH:13]=[CH:14][CH:15]=[C:7]12, predict the reaction product. The product is: [OH:5][CH2:4][C@H:2]([N:1]1[C:9](=[O:10])[C:8]2[C:7](=[CH:15][CH:14]=[CH:13][CH:12]=2)[C:6]1=[O:11])[CH3:3].